This data is from Catalyst prediction with 721,799 reactions and 888 catalyst types from USPTO. The task is: Predict which catalyst facilitates the given reaction. (1) Reactant: Cl[C:2]1[CH:7]=[C:6]([NH:8][C:9]2[CH:18]=[CH:17][CH:16]=[CH:15][C:10]=2[C:11]([NH:13][CH3:14])=[O:12])[C:5]([C:19]([F:22])([F:21])[F:20])=[CH:4][N:3]=1.[CH3:23][O:24][C:25]1[CH:31]=[C:30]([N:32]2[CH2:37][CH2:36][N:35]([CH3:38])[CH2:34][CH2:33]2)[CH:29]=[CH:28][C:26]=1[NH2:27].C1C=CC(P(C2C(C3C(P(C4C=CC=CC=4)C4C=CC=CC=4)=CC=C4C=3C=CC=C4)=C3C(C=CC=C3)=CC=2)C2C=CC=CC=2)=CC=1.[C:85](=[O:88])([O-])[O-:86].[Cs+].[Cs+]. Product: [C:85]([OH:86])([C:19]([F:22])([F:21])[F:20])=[O:88].[CH3:23][O:24][C:25]1[CH:31]=[C:30]([N:32]2[CH2:33][CH2:34][N:35]([CH3:38])[CH2:36][CH2:37]2)[CH:29]=[CH:28][C:26]=1[NH:27][C:2]1[CH:7]=[C:6]([NH:8][C:9]2[CH:18]=[CH:17][CH:16]=[CH:15][C:10]=2[C:11]([NH:13][CH3:14])=[O:12])[C:5]([C:19]([F:22])([F:21])[F:20])=[CH:4][N:3]=1. The catalyst class is: 62. (2) The catalyst class is: 34. Product: [Cl:1][C:2]1[CH:7]=[CH:6][CH:5]=[CH:4][C:3]=1[C:8]1[C:9]([C:21]([NH2:26])=[O:23])=[CH:10][N:11]([C:13]2[C:18]([Cl:19])=[CH:17][N:16]=[C:15]([Cl:20])[CH:14]=2)[CH:12]=1. Reactant: [Cl:1][C:2]1[CH:7]=[CH:6][CH:5]=[CH:4][C:3]=1[C:8]1[C:9]([C:21]([OH:23])=O)=[CH:10][N:11]([C:13]2[C:18]([Cl:19])=[CH:17][N:16]=[C:15]([Cl:20])[CH:14]=2)[CH:12]=1.N.C[N:26](C(ON1N=NC2C=CC=CC1=2)=[N+](C)C)C.[B-](F)(F)(F)F.CCN(C(C)C)C(C)C. (3) Reactant: [Br:1][C:2]1[CH:11]=[CH:10][CH:9]=[C:8]2[C:3]=1[CH2:4][CH2:5][CH2:6][N:7]2[C:12](Cl)=[O:13].[CH3:15][C:16]1[C:25]([CH3:26])=[CH:24][CH:23]=[CH:22][C:17]=1[O:18][CH2:19][CH2:20][OH:21].CC(C)([O-])C.[K+]. Product: [Br:1][C:2]1[CH:11]=[CH:10][CH:9]=[C:8]2[C:3]=1[CH2:4][CH2:5][CH2:6][N:7]2[C:12]([O:21][CH2:20][CH2:19][O:18][C:17]1[CH:22]=[CH:23][CH:24]=[C:25]([CH3:26])[C:16]=1[CH3:15])=[O:13]. The catalyst class is: 2. (4) Reactant: [CH2:1]([P:3]([CH2:6][CH2:7][OH:8])(=[O:5])[OH:4])[CH3:2].[CH2:9](O)[CH2:10][CH2:11][CH3:12].O. Product: [CH2:1]([P:3]([CH2:6][CH2:7][OH:8])(=[O:4])[O:5][CH2:9][CH2:10][CH2:11][CH3:12])[CH3:2]. The catalyst class is: 11. (5) Reactant: C(O[C:5](=[O:7])[CH3:6])(=O)C.C(N(CC)CC)C.[CH3:15][C:16]1[C:20]([I:21])=[C:19]([CH3:22])[NH:18][N:17]=1. The catalyst class is: 2. Product: [I:21][C:20]1[C:16]([CH3:15])=[N:17][N:18]([C:5](=[O:7])[CH3:6])[C:19]=1[CH3:22].